Dataset: Catalyst prediction with 721,799 reactions and 888 catalyst types from USPTO. Task: Predict which catalyst facilitates the given reaction. Reactant: [CH3:1][N:2]1[CH2:7][CH2:6][N:5]([NH:8][CH2:9][C:10]2[CH:38]=[CH:37][C:13]([C:14]([NH:16][C:17]3[CH:22]=[C:21]([NH:23][C:24]4[N:29]=[C:28]([C:30]5[CH:31]=[N:32][CH:33]=[CH:34][CH:35]=5)[CH:27]=[CH:26][N:25]=4)[CH:20]=[CH:19][C:18]=3[CH3:36])=[O:15])=[CH:12][CH:11]=2)[CH2:4][CH2:3]1.[CH3:39][S:40]([OH:43])(=[O:42])=[O:41]. Product: [CH3:39][S:40]([OH:43])(=[O:42])=[O:41].[CH3:1][N:2]1[CH2:7][CH2:6][N:5]([NH:8][CH2:9][C:10]2[CH:38]=[CH:37][C:13]([C:14]([NH:16][C:17]3[CH:22]=[C:21]([NH:23][C:24]4[N:29]=[C:28]([C:30]5[CH:31]=[N:32][CH:33]=[CH:34][CH:35]=5)[CH:27]=[CH:26][N:25]=4)[CH:20]=[CH:19][C:18]=3[CH3:36])=[O:15])=[CH:12][CH:11]=2)[CH2:4][CH2:3]1. The catalyst class is: 8.